This data is from Forward reaction prediction with 1.9M reactions from USPTO patents (1976-2016). The task is: Predict the product of the given reaction. (1) Given the reactants I[C:2]1[CH:3]=[CH:4][C:5]2[O:9][C:8]([CH2:10][O:11][C:12]3[CH:17]=[CH:16][CH:15]=[CH:14][CH:13]=3)=[CH:7][C:6]=2[CH:18]=1.N.[CH3:20][N:21]1CCCC1=O, predict the reaction product. The product is: [O:11]([CH2:10][C:8]1[O:9][C:5]2[CH:4]=[CH:3][C:2]([C:20]#[N:21])=[CH:18][C:6]=2[CH:7]=1)[C:12]1[CH:17]=[CH:16][CH:15]=[CH:14][CH:13]=1. (2) Given the reactants [N:1]([O-:3])=[O:2].F[B-](F)(F)F.[NH:9]1[C:17]2[C:12](=[CH:13][C:14]([OH:18])=[CH:15][CH:16]=2)[CH:11]=[N:10]1.O, predict the reaction product. The product is: [N+:1]([C:13]1[C:14]([OH:18])=[CH:15][CH:16]=[C:17]2[C:12]=1[CH:11]=[N:10][NH:9]2)([O-:3])=[O:2]. (3) Given the reactants [Cl:1][C:2]1[CH:7]=[CH:6][C:5]([N:8]2[C:12]([C:13](OCC)=[O:14])=[CH:11][CH:10]=[N:9]2)=[CH:4][CH:3]=1.[H-].[Al+3].[Li+].[H-].[H-].[H-], predict the reaction product. The product is: [Cl:1][C:2]1[CH:3]=[CH:4][C:5]([N:8]2[C:12]([CH2:13][OH:14])=[CH:11][CH:10]=[N:9]2)=[CH:6][CH:7]=1. (4) Given the reactants Br[C:2]1[CH:7]=[CH:6][C:5]([O:8][C:9]([F:12])([F:11])[F:10])=[C:4]([F:13])[CH:3]=1.C([Mg]Cl)(C)C.[Br:19][C:20]1[C:21]([C:26](N(OC)C)=[O:27])=[N:22][CH:23]=[CH:24][CH:25]=1, predict the reaction product. The product is: [Br:19][C:20]1[C:21]([C:26]([C:2]2[CH:7]=[CH:6][C:5]([O:8][C:9]([F:12])([F:11])[F:10])=[C:4]([F:13])[CH:3]=2)=[O:27])=[N:22][CH:23]=[CH:24][CH:25]=1. (5) Given the reactants [CH3:1][O:2][C:3]([NH:5][C@H:6]([C:8]([OH:10])=O)[CH3:7])=[O:4].CN(C(ON1N=NC2C=CC=NC1=2)=[N+](C)C)C.F[P-](F)(F)(F)(F)F.[CH2:35]1[C:39]2([O:44][CH2:43][CH2:42][CH2:41][O:40]2)[CH2:38][C@@H:37]([C:45]2[NH:46][CH:47]=[C:48]([C:50]3[CH:55]=[CH:54][C:53]([C:56]4[CH:61]=[CH:60][C:59]([C:62]5[N:63]=[C:64]([C@@H:67]6[CH2:71][CH2:70][CH2:69][N:68]6[C:72]([C@@H:74]([NH:78][C:79](=[O:82])[O:80][CH3:81])[CH:75]([CH3:77])[CH3:76])=[O:73])[NH:65][CH:66]=5)=[CH:58][CH:57]=4)=[CH:52][CH:51]=3)[N:49]=2)[NH:36]1, predict the reaction product. The product is: [CH3:7][C@H:6]([NH:5][C:3](=[O:4])[O:2][CH3:1])[C:8]([N:36]1[C@H:37]([C:45]2[NH:46][CH:47]=[C:48]([C:50]3[CH:51]=[CH:52][C:53]([C:56]4[CH:61]=[CH:60][C:59]([C:62]5[N:63]=[C:64]([C@@H:67]6[CH2:71][CH2:70][CH2:69][N:68]6[C:72](=[O:73])[C@@H:74]([NH:78][C:79]([O:80][CH3:81])=[O:82])[CH:75]([CH3:77])[CH3:76])[NH:65][CH:66]=5)=[CH:58][CH:57]=4)=[CH:54][CH:55]=3)[N:49]=2)[CH2:38][C:39]2([O:44][CH2:43][CH2:42][CH2:41][O:40]2)[CH2:35]1)=[O:10]. (6) Given the reactants [F:1][C:2]1[CH:11]=[C:10]([F:12])[CH:9]=[C:8]2[C:3]=1[C:4]([NH:20][C:21]1[CH:22]=[N:23][CH:24]=[C:25]([N:27]3[CH2:32][CH2:31][O:30][CH2:29][CH2:28]3)[CH:26]=1)=[C:5]([CH3:19])[C:6]([N:13]1[CH2:18][CH2:17][NH:16][CH2:15][CH2:14]1)=[N:7]2.[CH3:33][C:34]1[O:38][C:37]([C:39](Cl)=[O:40])=[CH:36][CH:35]=1, predict the reaction product. The product is: [F:1][C:2]1[CH:11]=[C:10]([F:12])[CH:9]=[C:8]2[C:3]=1[C:4]([NH:20][C:21]1[CH:22]=[N:23][CH:24]=[C:25]([N:27]3[CH2:32][CH2:31][O:30][CH2:29][CH2:28]3)[CH:26]=1)=[C:5]([CH3:19])[C:6]([N:13]1[CH2:14][CH2:15][N:16]([C:39]([C:37]3[O:38][C:34]([CH3:33])=[CH:35][CH:36]=3)=[O:40])[CH2:17][CH2:18]1)=[N:7]2. (7) Given the reactants Cl[C:2]1[N:11]=[C:10]([NH:12][CH2:13][CH:14]([C:21]2[CH:26]=[CH:25][N:24]=[CH:23][CH:22]=2)[C:15]2[CH:20]=[CH:19][N:18]=[CH:17][CH:16]=2)[C:9]2[C:4](=[CH:5][CH:6]=[CH:7][CH:8]=2)[N:3]=1.[CH3:27][N:28]([CH3:38])[C:29]1[CH:34]=[CH:33][C:32](B(O)O)=[CH:31][CH:30]=1.C1(C(C2C=CC=CN=2)CNC2C3C(=CC=CC=3)N=C(C3C=CC(NS(C)(=O)=O)=CC=3)N=2)C=CC=CC=1, predict the reaction product. The product is: [N:18]1[CH:19]=[CH:20][C:15]([CH:14]([C:21]2[CH:26]=[CH:25][N:24]=[CH:23][CH:22]=2)[CH2:13][NH:12][C:10]2[C:9]3[C:4](=[CH:5][CH:6]=[CH:7][CH:8]=3)[N:3]=[C:2]([C:32]3[CH:33]=[CH:34][C:29]([N:28]([CH3:38])[CH3:27])=[CH:30][CH:31]=3)[N:11]=2)=[CH:16][CH:17]=1. (8) Given the reactants CN(C(ON1N=NC2C=CC=NC1=2)=[N+](C)C)C.F[P-](F)(F)(F)(F)F.C(N(CC)CC)C.[F:32][C:33]1[CH:51]=[C:50]([I:52])[CH:49]=[CH:48][C:34]=1[CH2:35][N:36]1[C:40]2=[CH:41][N:42]=[CH:43][CH:44]=[C:39]2[CH:38]=[C:37]1[C:45]([O-:47])=O.[Na+].Cl.[CH:55]1([CH2:58][O:59][NH2:60])[CH2:57][CH2:56]1, predict the reaction product. The product is: [CH:55]1([CH2:58][O:59][NH:60][C:45]([C:37]2[N:36]([CH2:35][C:34]3[CH:48]=[CH:49][C:50]([I:52])=[CH:51][C:33]=3[F:32])[C:40]3=[CH:41][N:42]=[CH:43][CH:44]=[C:39]3[CH:38]=2)=[O:47])[CH2:57][CH2:56]1. (9) Given the reactants C([NH:8][C:9]1[C:14]([CH3:15])=[CH:13][C:12]([O:16][CH3:17])=[C:11]([CH2:18][C:19]2[CH:24]=[CH:23][C:22]([CH:25]([CH3:27])[CH3:26])=[CH:21][CH:20]=2)[C:10]=1[CH3:28])C1C=CC=CC=1, predict the reaction product. The product is: [CH:25]([C:22]1[CH:23]=[CH:24][C:19]([CH2:18][C:11]2[C:10]([CH3:28])=[C:9]([NH2:8])[C:14]([CH3:15])=[CH:13][C:12]=2[O:16][CH3:17])=[CH:20][CH:21]=1)([CH3:27])[CH3:26]. (10) Given the reactants C([Li])CCC.Br[C:7]1[CH:12]=[CH:11][CH:10]=[C:9]([CH:13]2[CH2:15][CH2:14]2)[CH:8]=1.[C:16](=[O:18])=[O:17], predict the reaction product. The product is: [CH:13]1([C:9]2[CH:8]=[C:7]([CH:12]=[CH:11][CH:10]=2)[C:16]([OH:18])=[O:17])[CH2:15][CH2:14]1.